This data is from Full USPTO retrosynthesis dataset with 1.9M reactions from patents (1976-2016). The task is: Predict the reactants needed to synthesize the given product. (1) Given the product [Cl:8][C:7]1[CH:2]=[CH:3][C:4]([C@@H:12]2[CH2:16][NH:15][C:14](=[O:17])[CH2:13]2)=[C:5]([N+:9]([O-:11])=[O:10])[CH:6]=1, predict the reactants needed to synthesize it. The reactants are: N[C:2]1[CH:3]=[C:4]([C@@H:12]2[CH2:16][NH:15][C:14](=[O:17])[CH2:13]2)[C:5]([N+:9]([O-:11])=[O:10])=[CH:6][C:7]=1[Cl:8].N([O-])=O.[Na+].O. (2) Given the product [CH3:15][Si:14]([CH3:17])([CH3:16])[C:12]#[C:13][C:2]1[C:10]2[O:9][CH2:8][O:7][C:6]=2[C:5]([C:13]#[C:12][Si:14]([CH3:17])([CH3:16])[CH3:15])=[CH:4][CH:3]=1, predict the reactants needed to synthesize it. The reactants are: I[C:2]1[C:10]2[O:9][CH2:8][O:7][C:6]=2[C:5](I)=[CH:4][CH:3]=1.[C:12]([Si:14]([CH3:17])([CH3:16])[CH3:15])#[CH:13].